Dataset: Peptide-MHC class II binding affinity with 134,281 pairs from IEDB. Task: Regression. Given a peptide amino acid sequence and an MHC pseudo amino acid sequence, predict their binding affinity value. This is MHC class II binding data. (1) The peptide sequence is AALHPFALLLVLAGWK. The MHC is HLA-DQA10103-DQB10603 with pseudo-sequence HLA-DQA10103-DQB10603. The binding affinity (normalized) is 0. (2) The peptide sequence is AKAFAYYIEPQHRDVLQLYA. The MHC is DRB1_0401 with pseudo-sequence DRB1_0401. The binding affinity (normalized) is 0.637.